Dataset: Cav3 T-type calcium channel HTS with 100,875 compounds. Task: Binary Classification. Given a drug SMILES string, predict its activity (active/inactive) in a high-throughput screening assay against a specified biological target. (1) The compound is Clc1c(cc(OCCCC(=O)NC=2SCCN2)cc1)C. The result is 0 (inactive). (2) The molecule is O(c1cc2CCN=C(c2cc1OC)C)C. The result is 0 (inactive). (3) The compound is O(CC(=O)N1c2c(NC(=O)C1)cccc2)C(=O)c1c(NC(=O)c2occc2)cccc1. The result is 0 (inactive).